Predict the reactants needed to synthesize the given product. From a dataset of Full USPTO retrosynthesis dataset with 1.9M reactions from patents (1976-2016). (1) Given the product [C:20]1([CH2:19][N:26]2[CH2:9][CH:1]3[CH2:12][CH:7]([CH:6]4[CH:2]3[CH:3]=[CH:4][CH2:5]4)[CH2:8]2)[CH:25]=[CH:24][CH:23]=[CH:22][CH:21]=1, predict the reactants needed to synthesize it. The reactants are: [CH:1]12[CH2:12][CH:7]([CH:8](O)[CH:9]1O)[CH:6]1[CH:2]2[CH:3]=[CH:4][CH2:5]1.I([O-])(=O)(=O)=O.[Na+].[CH2:19]([NH2:26])[C:20]1[CH:25]=[CH:24][CH:23]=[CH:22][CH:21]=1.C(O[BH-](OC(=O)C)OC(=O)C)(=O)C.[Na+].C(=O)([O-])[O-].[Na+].[Na+]. (2) Given the product [C:39]1([C:45]2[S:46][C:47]([C:51]([NH:20][CH2:21][CH:22]3[CH2:27][CH2:26][CH2:25][N:24]([C:28]4[CH:33]=[CH:32][CH:31]=[CH:30][C:29]=4[CH2:34][C:35]([O:37][CH3:38])=[O:36])[CH2:23]3)=[O:52])=[C:48]([CH3:50])[N:49]=2)[CH:40]=[CH:41][CH:42]=[CH:43][CH:44]=1, predict the reactants needed to synthesize it. The reactants are: Cl.CN(C)CCCN=C=NCC.CN1CCOCC1.[NH2:20][CH2:21][CH:22]1[CH2:27][CH2:26][CH2:25][N:24]([C:28]2[CH:33]=[CH:32][CH:31]=[CH:30][C:29]=2[CH2:34][C:35]([O:37][CH3:38])=[O:36])[CH2:23]1.[C:39]1([C:45]2[S:46][C:47]([C:51](O)=[O:52])=[C:48]([CH3:50])[N:49]=2)[CH:44]=[CH:43][CH:42]=[CH:41][CH:40]=1.O.ON1C2C=CC=CC=2N=N1. (3) Given the product [CH2:8]([O:15][C:16]1[CH:17]=[CH:18][C:19]([C@H:22]2[CH2:27][CH2:26][N:25]([C:28]([O:30][C:31]([CH3:33])([CH3:32])[CH3:34])=[O:29])[CH2:24][C@H:23]2[OH:35])=[CH:20][CH:21]=1)[C:9]1[CH:14]=[CH:13][CH:12]=[CH:11][CH:10]=1, predict the reactants needed to synthesize it. The reactants are: [OH-].[K+].O1CCCC1.[CH2:8]([O:15][C:16]1[CH:21]=[CH:20][C:19]([CH:22]2[CH2:27][CH2:26][N:25]([C:28]([O:30][C:31]([CH3:34])([CH3:33])[CH3:32])=[O:29])[CH2:24][CH:23]2[O:35]C(=O)C2C=CC([N+]([O-])=O)=CC=2)=[CH:18][CH:17]=1)[C:9]1[CH:14]=[CH:13][CH:12]=[CH:11][CH:10]=1. (4) Given the product [CH3:19][C:10]1[CH:15]=[CH:14][C:13]([S:16](/[N:18]=[CH:8]/[CH:5]2[CH2:6][CH2:7][CH:2]([CH3:1])[CH2:3][CH2:4]2)=[O:17])=[CH:12][CH:11]=1, predict the reactants needed to synthesize it. The reactants are: [CH3:1][CH:2]1[CH2:7][CH2:6][CH:5]([CH:8]=O)[CH2:4][CH2:3]1.[C:10]1([CH3:19])[CH:15]=[CH:14][C:13]([S@@:16]([NH2:18])=[O:17])=[CH:12][CH:11]=1.